The task is: Regression. Given a peptide amino acid sequence and an MHC pseudo amino acid sequence, predict their binding affinity value. This is MHC class I binding data.. This data is from Peptide-MHC class I binding affinity with 185,985 pairs from IEDB/IMGT. (1) The peptide sequence is IEDDEIIWV. The MHC is HLA-A03:01 with pseudo-sequence HLA-A03:01. The binding affinity (normalized) is 0.0847. (2) The peptide sequence is IYDHSRKPF. The MHC is HLA-A24:03 with pseudo-sequence HLA-A24:03. The binding affinity (normalized) is 0.508. (3) The peptide sequence is RQLIRLLTW. The MHC is Mamu-B3901 with pseudo-sequence Mamu-B3901. The binding affinity (normalized) is 0.443. (4) The binding affinity (normalized) is 0.150. The MHC is HLA-A33:01 with pseudo-sequence HLA-A33:01. The peptide sequence is RVFNNYMPY. (5) The MHC is HLA-A68:01 with pseudo-sequence HLA-A68:01. The peptide sequence is IVLFQRFLR. The binding affinity (normalized) is 0.980.